Dataset: Peptide-MHC class II binding affinity with 134,281 pairs from IEDB. Task: Regression. Given a peptide amino acid sequence and an MHC pseudo amino acid sequence, predict their binding affinity value. This is MHC class II binding data. (1) The peptide sequence is ITAMSEVQKVSQPAT. The MHC is DRB3_0202 with pseudo-sequence DRB3_0202. The binding affinity (normalized) is 0.0443. (2) The peptide sequence is YDKFLCNVSTVLTGK. The MHC is DRB1_0802 with pseudo-sequence DRB1_0802. The binding affinity (normalized) is 0.638. (3) The peptide sequence is GELQIVDKIDAAFVI. The MHC is DRB1_1302 with pseudo-sequence DRB1_1302. The binding affinity (normalized) is 0.791. (4) The peptide sequence is DVFYNGAYFVSSGKY. The MHC is DRB1_1501 with pseudo-sequence DRB1_1501. The binding affinity (normalized) is 0.599. (5) The peptide sequence is FVQALTTAAASYASV. The MHC is HLA-DPA10103-DPB10301 with pseudo-sequence HLA-DPA10103-DPB10301. The binding affinity (normalized) is 0.595. (6) The peptide sequence is FWRGENGRKTRSAYE. The MHC is DRB4_0101 with pseudo-sequence DRB4_0103. The binding affinity (normalized) is 0.0561. (7) The peptide sequence is GPPVEASAAALAGDA. The MHC is HLA-DQA10301-DQB10302 with pseudo-sequence HLA-DQA10301-DQB10302. The binding affinity (normalized) is 0.496.